Task: Predict the product of the given reaction.. Dataset: Forward reaction prediction with 1.9M reactions from USPTO patents (1976-2016) Given the reactants Br[C:2]1[CH:3]=[CH:4][C:5]([F:27])=[C:6]([C@@]2(C(F)F)[C@H]3[C@H](C3)OC(NC(=O)C3C=CC=CC=3)=N2)[CH:7]=1.CC1(C)C2C=CC=C(P(C3C=CC=CC=3)C3C=CC=CC=3)C=2OC2C1=CC=CC=2P(C1C=CC=CC=1)C1C=CC=CC=1.[C:70](=[O:73])([O-])[O-].[Na+].[Na+].[CH3:76][O:77][CH2:78][C@@H:79]([NH2:81])[CH3:80], predict the reaction product. The product is: [F:27][C:5]1[CH:6]=[CH:7][C:2]([C:70]([NH:81][C@@H:79]([CH3:80])[CH2:78][O:77][CH3:76])=[O:73])=[CH:3][CH:4]=1.